This data is from Catalyst prediction with 721,799 reactions and 888 catalyst types from USPTO. The task is: Predict which catalyst facilitates the given reaction. (1) Reactant: [Br:1][CH:2]1[CH2:5][CH2:4][CH2:3]1.[C:6]1([P:12]([C:19]2[CH:24]=[CH:23][CH:22]=[CH:21][CH:20]=2)[C:13]2[CH:18]=[CH:17][CH:16]=[CH:15][CH:14]=2)[CH:11]=[CH:10][CH:9]=[CH:8][CH:7]=1. Product: [Br-:1].[CH:2]1([P+:12]([C:13]2[CH:14]=[CH:15][CH:16]=[CH:17][CH:18]=2)([C:19]2[CH:24]=[CH:23][CH:22]=[CH:21][CH:20]=2)[C:6]2[CH:7]=[CH:8][CH:9]=[CH:10][CH:11]=2)[CH2:5][CH2:4][CH2:3]1. The catalyst class is: 11. (2) Reactant: [S:1]1[CH:5]=[CH:4][C:3]([CH:6]2[O:10][CH2:9][CH2:8][O:7]2)=[CH:2]1.CCCCCC.C([Li])CCC.Cl[Si:23]([CH3:26])([CH3:25])[CH3:24].CN(C)[CH:29]=[O:30].[Cl-].[NH4+]. Product: [O:7]1[CH2:8][CH2:9][O:10][CH:6]1[C:3]1[CH:4]=[C:5]([CH:29]=[O:30])[S:1][C:2]=1[Si:23]([CH3:26])([CH3:25])[CH3:24]. The catalyst class is: 7. (3) Reactant: [NH2:1][C:2]([CH3:23])([CH3:22])[C:3]([NH:5][C:6]1[S:7][C:8]([CH3:21])=[C:9]([CH3:20])[C:10]=1[C:11](=O)[C:12]1[CH:17]=[CH:16][C:15]([Cl:18])=[CH:14][CH:13]=1)=[O:4].C(O)(=O)C. Product: [Cl:18][C:15]1[CH:16]=[CH:17][C:12]([C:11]2[C:10]3[C:9]([CH3:20])=[C:8]([CH3:21])[S:7][C:6]=3[NH:5][C:3](=[O:4])[C:2]([CH3:23])([CH3:22])[N:1]=2)=[CH:13][CH:14]=1. The catalyst class is: 8. (4) Reactant: [O:1]1[C@@H:6]2[CH2:7][N:8](C(OCC3C=CC=CC=3)=O)[CH2:9][C@H:5]2[O:4][CH2:3][CH2:2]1. Product: [O:1]1[C@@H:6]2[CH2:7][NH:8][CH2:9][C@H:5]2[O:4][CH2:3][CH2:2]1. The catalyst class is: 123. (5) Reactant: [CH3:1][CH:2]1[NH:7][CH:6]([CH3:8])[CH2:5][N:4]([C:9]2[CH:10]=[CH:11][C:12]([N+:22]([O-:24])=[O:23])=[C:13]([CH:21]=2)[NH:14][C:15]2[CH:20]=[CH:19][CH:18]=[CH:17][CH:16]=2)[CH2:3]1.[C:25](Cl)(=[O:32])[C:26]1[CH:31]=[CH:30][CH:29]=[CH:28][CH:27]=1.C(N(CC)CC)C. Product: [CH3:1][CH:2]1[CH2:3][N:4]([C:9]2[CH:10]=[CH:11][C:12]([N+:22]([O-:24])=[O:23])=[C:13]([NH:14][C:15]3[CH:20]=[CH:19][CH:18]=[CH:17][CH:16]=3)[CH:21]=2)[CH2:5][CH:6]([CH3:8])[N:7]1[C:25]([C:26]1[CH:31]=[CH:30][CH:29]=[CH:28][CH:27]=1)=[O:32]. The catalyst class is: 2. (6) Reactant: [NH2:1][C:2]1[N:7]2[CH:8]=[C:9]([CH3:11])[N:10]=[C:6]2[C:5]([C:12]([NH:14][CH2:15][CH:16]2[CH2:21][CH2:20][N:19](C(OC(C)(C)C)=O)[CH2:18][CH2:17]2)=[O:13])=[CH:4][C:3]=1[Cl:29].Cl. Product: [NH2:1][C:2]1[N:7]2[CH:8]=[C:9]([CH3:11])[N:10]=[C:6]2[C:5]([C:12]([NH:14][CH2:15][CH:16]2[CH2:21][CH2:20][N:19]([CH2:4][C@@H:5]([CH3:6])[CH2:12][OH:13])[CH2:18][CH2:17]2)=[O:13])=[CH:4][C:3]=1[Cl:29]. The catalyst class is: 240. (7) Reactant: C(Cl)(=O)C([Cl:4])=O.[CH2:7]([O:14][CH2:15][C:16]1[NH:17][C:18](=O)[C:19]([C:27]#[N:28])=[CH:20][C:21]=1[C:22]([O:24][CH2:25][CH3:26])=[O:23])[C:8]1[CH:13]=[CH:12][CH:11]=[CH:10][CH:9]=1.CN(C=O)C. Product: [CH2:7]([O:14][CH2:15][C:16]1[N:17]=[C:18]([Cl:4])[C:19]([C:27]#[N:28])=[CH:20][C:21]=1[C:22]([O:24][CH2:25][CH3:26])=[O:23])[C:8]1[CH:13]=[CH:12][CH:11]=[CH:10][CH:9]=1. The catalyst class is: 2. (8) Reactant: [F:1][C:2]1[CH:7]=[CH:6][C:5]([C@H:8]2[CH2:13][C@:12]([NH:17][C:18]([O:20][CH2:21][C:22]3[CH:27]=[CH:26][CH:25]=[CH:24][CH:23]=3)=[O:19])([CH2:14][CH:15]=[CH2:16])[CH2:11][CH2:10][N:9]2C(OC(C)(C)C)=O)=[C:4]([CH3:35])[CH:3]=1.C(O)(C(F)(F)F)=O.C([O-])(O)=O.[Na+]. Product: [F:1][C:2]1[CH:7]=[CH:6][C:5]([C@H:8]2[CH2:13][C@:12]([NH:17][C:18](=[O:19])[O:20][CH2:21][C:22]3[CH:23]=[CH:24][CH:25]=[CH:26][CH:27]=3)([CH2:14][CH:15]=[CH2:16])[CH2:11][CH2:10][NH:9]2)=[C:4]([CH3:35])[CH:3]=1. The catalyst class is: 4.